This data is from Reaction yield outcomes from USPTO patents with 853,638 reactions. The task is: Predict the reaction yield, written as a fraction of the theoretical maximum amount of product (1.0 means a 100% yield; for example, 0.34 means a 34% yield). The reactants are Cl.[F:2][C:3]1[CH:8]=[CH:7][CH:6]=[CH:5][C:4]=1[N:9]1[CH2:14][CH2:13][N:12]([CH2:15][C:16]([OH:18])=O)[CH2:11][CH2:10]1.[NH2:19][C@@H:20]([CH2:38][O:39][CH2:40][C:41]1[CH:46]=[CH:45][CH:44]=[CH:43][CH:42]=1)[C:21]([NH:23][C:24]1[CH:29]=[CH:28][C:27]([O:30][C:31]2[CH:36]=[CH:35][C:34]([F:37])=[CH:33][CH:32]=2)=[CH:26][CH:25]=1)=[O:22]. No catalyst specified. The product is [CH2:40]([O:39][CH2:38][C@H:20]([NH:19][C:16](=[O:18])[CH2:15][N:12]1[CH2:11][CH2:10][N:9]([C:4]2[CH:5]=[CH:6][CH:7]=[CH:8][C:3]=2[F:2])[CH2:14][CH2:13]1)[C:21]([NH:23][C:24]1[CH:29]=[CH:28][C:27]([O:30][C:31]2[CH:36]=[CH:35][C:34]([F:37])=[CH:33][CH:32]=2)=[CH:26][CH:25]=1)=[O:22])[C:41]1[CH:46]=[CH:45][CH:44]=[CH:43][CH:42]=1. The yield is 0.273.